Dataset: Experimentally validated miRNA-target interactions with 360,000+ pairs, plus equal number of negative samples. Task: Binary Classification. Given a miRNA mature sequence and a target amino acid sequence, predict their likelihood of interaction. (1) The miRNA is hsa-miR-3689c with sequence CUGGGAGGUGUGAUAUUGUGGU. The protein sequence of the target gene is MSLSHLYRDGEGRIDDDDDERENFEITDWDLQNEFNPNRQRHWQTKEEATYGVWAERDSDDERPSFGGKRARDYSAPVNFISAGLKKGAAEEAELEDSDDEEKPVKQDDFPKDFGPRKLKTGGNFKPSQKGFAGGTKSFMDFGSWERHTKGIGQKLLQKMGYVPGRGLGKNAQGIINPIEAKQRKGKGAVGAYGSERTTQSMQDFPVVDSEEEAEEEFQKELSQWRKDPSGSKKKPKYSYKTVEELKAKGRISKKLTAPQKELSQVKVIDMTGREQKVYYSYSQISHKHNVPDDGLPLQS.... Result: 1 (interaction). (2) The miRNA is hsa-miR-32-5p with sequence UAUUGCACAUUACUAAGUUGCA. The protein sequence of the target gene is MGRRPRGPGSPRGPGPPRPGPGLPPLLLVLALAAHGGCAAPAPRAEDLSLGVEWLSRFGYLPPADPASGQLQTQEELSKAITAMQQFGGLETTGILDEATLALMKTPRCSLPDLPPGAQSRRKRQTPPPTKWSKRNLSWRVRTFPRDSPLGRDTVRALMYYALKVWSDITPLNFHEVAGNAADIQIDFSKADHNDGYPFDGPGGTVAHAFFPGDHHTAGDTHFDDDEPWTFRSSDAHGMDLFAVAVHEFGHAIGLSHVAAPSSIMQPYYQGPVGDPLRYGLPYEDRVRVWQLYGVRESVS.... Result: 0 (no interaction).